This data is from Reaction yield outcomes from USPTO patents with 853,638 reactions. The task is: Predict the reaction yield, written as a fraction of the theoretical maximum amount of product (1.0 means a 100% yield; for example, 0.34 means a 34% yield). (1) The reactants are [ClH:1].O1CCOCC1.OC(C(F)(F)F)=O.[C:15]1([C:21]2[S:22][CH:23]=[C:24]([C:26]([N:28]3[CH2:33][CH2:32][N:31](C(OC(C)(C)C)=O)[CH2:30][CH:29]3[CH2:41][O:42][C:43]3[CH:44]=[N:45][CH:46]=[CH:47][CH:48]=3)=[O:27])[N:25]=2)[CH:20]=[CH:19][CH:18]=[CH:17][CH:16]=1. The catalyst is CO. The product is [ClH:1].[ClH:1].[C:15]1([C:21]2[S:22][CH:23]=[C:24]([C:26]([N:28]3[CH2:33][CH2:32][NH:31][CH2:30][CH:29]3[CH2:41][O:42][C:43]3[CH:44]=[N:45][CH:46]=[CH:47][CH:48]=3)=[O:27])[N:25]=2)[CH:16]=[CH:17][CH:18]=[CH:19][CH:20]=1. The yield is 0.710. (2) The reactants are Cl.[N:2]1[CH:7]=[CH:6][CH:5]=[CH:4][C:3]=1[N:8]([CH2:32][CH2:33][C:34]([O:36][CH2:37][CH3:38])=[O:35])[C:9]([C:11]1[CH:31]=[CH:30][C:14]2[N:15]([CH3:29])[C:16]([CH2:18][NH:19][C:20]3[CH:25]=[CH:24][C:23]([C:26](=[NH:28])[NH2:27])=[CH:22][CH:21]=3)=[N:17][C:13]=2[CH:12]=1)=[O:10].Cl[C:40]([O:42][CH2:43][C:44]1[CH:49]=[CH:48][CH:47]=[CH:46][CH:45]=1)=[O:41]. The catalyst is ClCCl.CO. The product is [N:2]1[CH:7]=[CH:6][CH:5]=[CH:4][C:3]=1[N:8]([CH2:32][CH2:33][C:34]([O:36][CH2:37][CH3:38])=[O:35])[C:9]([C:11]1[CH:31]=[CH:30][C:14]2[N:15]([CH3:29])[C:16]([CH2:18][NH:19][C:20]3[CH:25]=[CH:24][C:23]([C:26](=[NH:27])[NH:28][C:40]([O:42][CH2:43][C:44]4[CH:49]=[CH:48][CH:47]=[CH:46][CH:45]=4)=[O:41])=[CH:22][CH:21]=3)=[N:17][C:13]=2[CH:12]=1)=[O:10]. The yield is 0.640. (3) The reactants are [OH-].[K+].[C:3]([C:6]1[N:11]=[C:10]([C:12]2[CH:17]=[CH:16][C:15]([C:18]3[CH:23]=[CH:22][C:21]([CH:24]([CH3:29])[C:25]([O:27]C)=[O:26])=[CH:20][C:19]=3[Cl:30])=[CH:14][CH:13]=2)[C:9]([CH3:31])=[N:8][C:7]=1[CH3:32])(=[O:5])[NH2:4].Cl. The catalyst is C(O)(C)(C)C. The product is [C:3]([C:6]1[N:11]=[C:10]([C:12]2[CH:13]=[CH:14][C:15]([C:18]3[CH:23]=[CH:22][C:21]([CH:24]([CH3:29])[C:25]([OH:27])=[O:26])=[CH:20][C:19]=3[Cl:30])=[CH:16][CH:17]=2)[C:9]([CH3:31])=[N:8][C:7]=1[CH3:32])(=[O:5])[NH2:4]. The yield is 0.748.